This data is from CYP2C19 inhibition data for predicting drug metabolism from PubChem BioAssay. The task is: Regression/Classification. Given a drug SMILES string, predict its absorption, distribution, metabolism, or excretion properties. Task type varies by dataset: regression for continuous measurements (e.g., permeability, clearance, half-life) or binary classification for categorical outcomes (e.g., BBB penetration, CYP inhibition). Dataset: cyp2c19_veith. (1) The result is 0 (non-inhibitor). The molecule is CN(C)C(=O)c1ccc(-c2ccc3ncnc(NC4CCNCC4)c3c2)cc1. (2) The drug is CNc1ncnc2ccc(-c3cccc(OC)c3)cc12. The result is 1 (inhibitor). (3) The molecule is CCCN1CCO[C@@H]2c3cc(O)ccc3OC[C@@H]21. The result is 1 (inhibitor). (4) The molecule is Nc1nc(-c2ccccc2)c(CC(=O)O)s1. The result is 0 (non-inhibitor). (5) The drug is CC(=O)Nc1ccc(S(=O)(=O)N2CCN(C(=O)c3cccnc3)CC2)cc1. The result is 0 (non-inhibitor). (6) The drug is Fc1ccc(C2CC(c3ccco3)=NN2c2ccccc2)cc1. The result is 1 (inhibitor). (7) The compound is COc1ccc(CNc2ccnc(-c3ccccc3CN(C)C)n2)c(OC)c1. The result is 0 (non-inhibitor).